From a dataset of Catalyst prediction with 721,799 reactions and 888 catalyst types from USPTO. Predict which catalyst facilitates the given reaction. Reactant: [O:1]1[C:5]2([CH2:10][CH2:9][N:8]([C:11]3[CH:12]=[CH:13][C:14]([N:17]4[C:26]5[C:21](=[CH:22][CH:23]=[CH:24][CH:25]=5)[N:20](C(O)=O)[CH2:19][CH2:18]4)=[N:15][CH:16]=3)[CH2:7][CH2:6]2)[O:4][CH2:3][CH2:2]1.Cl. Product: [O:4]1[C:5]2([CH2:10][CH2:9][N:8]([C:11]3[CH:12]=[CH:13][C:14]([N:17]4[C:26]5[C:21](=[CH:22][CH:23]=[CH:24][CH:25]=5)[NH:20][CH2:19][CH2:18]4)=[N:15][CH:16]=3)[CH2:7][CH2:6]2)[O:1][CH2:2][CH2:3]1. The catalyst class is: 12.